This data is from Full USPTO retrosynthesis dataset with 1.9M reactions from patents (1976-2016). The task is: Predict the reactants needed to synthesize the given product. Given the product [CH2:1]([N:8]1[C:21]2[C:16](=[CH:17][CH:18]=[CH:19][CH:20]=2)[C:10]2([CH2:11][CH2:12][N:13]([C:36]([N:49]3[CH2:50][CH2:51][N:46]([CH:42]4[CH2:45][CH2:44][CH2:43]4)[CH2:47][CH2:48]3)=[O:39])[CH2:14][CH2:15]2)[C:9]1=[O:22])[C:2]1[CH:7]=[CH:6][CH:5]=[CH:4][CH:3]=1, predict the reactants needed to synthesize it. The reactants are: [CH2:1]([N:8]1[C:21]2[C:16](=[CH:17][CH:18]=[CH:19][CH:20]=2)[C:10]2([CH2:15][CH2:14][NH:13][CH2:12][CH2:11]2)[C:9]1=[O:22])[C:2]1[CH:7]=[CH:6][CH:5]=[CH:4][CH:3]=1.ClC(OC1C=CC([N+]([O-])=O)=CC=1)=O.[C:36]([O-:39])([O-])=O.[K+].[K+].[CH:42]1([N:46]2[CH2:51][CH2:50][NH:49][CH2:48][CH2:47]2)[CH2:45][CH2:44][CH2:43]1.